This data is from Reaction yield outcomes from USPTO patents with 853,638 reactions. The task is: Predict the reaction yield, written as a fraction of the theoretical maximum amount of product (1.0 means a 100% yield; for example, 0.34 means a 34% yield). (1) The reactants are [F:1][C:2](F)([CH2:12][CH:13](I)[Si](C)(C)C)[C:3]([C:5]1[CH:10]=[CH:9][CH:8]=[CH:7][C:6]=1[CH3:11])=O.[NH3:20]. The catalyst is O1CCCC1. The product is [F:1][C:2]1[CH:12]=[CH:13][NH:20][C:3]=1[C:5]1[CH:10]=[CH:9][CH:8]=[CH:7][C:6]=1[CH3:11]. The yield is 0.780. (2) The reactants are [I:1][C:2]1[CH:3]=[C:4]2[C:8](=[CH:9][CH:10]=1)[NH:7][C:6](=[O:11])[C:5]2=O.[N+:13]([C:16]1[O:20][C:19]([C:21]([NH:23][NH2:24])=[O:22])=[CH:18][CH:17]=1)([O-:15])=[O:14]. The catalyst is C(O)(=O)C. The product is [I:1][C:2]1[CH:3]=[C:4]2[C:8](=[CH:9][CH:10]=1)[NH:7][C:6](=[O:11])[C:5]2=[N:24][NH:23][C:21]([C:19]1[O:20][C:16]([N+:13]([O-:15])=[O:14])=[CH:17][CH:18]=1)=[O:22]. The yield is 0.740. (3) The reactants are [Cl:1][C:2]1[CH:7]=[CH:6][C:5]([S:8](Cl)(=[O:10])=[O:9])=[CH:4][C:3]=1[N+:12]([O-:14])=[O:13].Cl.[CH3:16][NH2:17]. The catalyst is C1COCC1.O. The product is [Cl:1][C:2]1[CH:7]=[CH:6][C:5]([S:8]([NH:17][CH3:16])(=[O:10])=[O:9])=[CH:4][C:3]=1[N+:12]([O-:14])=[O:13]. The yield is 0.650. (4) The yield is 0.870. The product is [F:1][CH:2]([F:11])[O:3][C:4]1[CH:10]=[CH:9][C:7]2[N:8]=[C:13]([NH2:14])[S:12][C:6]=2[CH:5]=1. The catalyst is C(O)(=O)C. The reactants are [F:1][CH:2]([F:11])[O:3][C:4]1[CH:10]=[CH:9][C:7]([NH2:8])=[CH:6][CH:5]=1.[S-:12][C:13]#[N:14].[K+].BrBr.[OH-].[NH4+].